This data is from hERG potassium channel inhibition data for cardiac toxicity prediction from Karim et al.. The task is: Regression/Classification. Given a drug SMILES string, predict its toxicity properties. Task type varies by dataset: regression for continuous values (e.g., LD50, hERG inhibition percentage) or binary classification for toxic/non-toxic outcomes (e.g., AMES mutagenicity, cardiotoxicity, hepatotoxicity). Dataset: herg_karim. (1) The result is 0 (non-blocker). The molecule is O=C(NCC1CCCC[N+]1)c1cc(OCC(F)(F)F)ccc1OCC(F)(F)F. (2) The molecule is CN1C[C@@H](C(=O)Nc2ccc(Cl)cc2)[C@H](c2ccc(/C=C/C(=O)Nc3ccccc3N)cc2)C1. The result is 1 (blocker). (3) The molecule is COc1ccc(C2(c3cccc(-c4cncnc4)c3)N=C(N)c3c(F)cccc32)cc1. The result is 1 (blocker).